This data is from Catalyst prediction with 721,799 reactions and 888 catalyst types from USPTO. The task is: Predict which catalyst facilitates the given reaction. (1) Reactant: [F:1][C:2]1[C:17]([F:18])=[CH:16][C:5]2[NH:6][C:7]([CH2:9][CH:10]3[CH2:15][CH2:14][CH2:13][CH2:12][NH:11]3)=[N:8][C:4]=2[CH:3]=1.C(N(CC)CC)C.[C:26](O[C:26]([O:28][C:29]([CH3:32])([CH3:31])[CH3:30])=[O:27])([O:28][C:29]([CH3:32])([CH3:31])[CH3:30])=[O:27]. Product: [C:29]([O:28][C:26]([N:11]1[CH2:12][CH2:13][CH2:14][CH2:15][CH:10]1[CH2:9][C:7]1[NH:8][C:4]2[CH:3]=[C:2]([F:1])[C:17]([F:18])=[CH:16][C:5]=2[N:6]=1)=[O:27])([CH3:32])([CH3:31])[CH3:30]. The catalyst class is: 4. (2) The catalyst class is: 553. Reactant: S(C1C=CC(C)=CC=1)([O-])(=O)=O.[N-]=[N+]=[N-].[Na+].[N:16]([CH2:19][C:20]1([CH3:35])[CH2:24][C:23]2[CH:25]=[C:26]([Cl:34])[CH:27]=[C:28]([C:29]3[S:30][CH:31]=[CH:32][CH:33]=3)[C:22]=2[O:21]1)=[N+]=[N-].[N-]=[N+]=[N-]. Product: [Cl:34][C:26]1[CH:27]=[C:28]([C:29]2[S:30][CH:31]=[CH:32][CH:33]=2)[C:22]2[O:21][C:20]([CH2:19][NH2:16])([CH3:35])[CH2:24][C:23]=2[CH:25]=1. (3) Reactant: [C:1]([C:4]1[CH:5]=[CH:6][C:7]2[C:8]3[C:16]([C:17]4[CH:22]=[CH:21][CH:20]=[C:19]([NH2:23])[C:18]=4[CH3:24])=[N:15][N:14]=[C:13]([C:25]([NH2:27])=[O:26])[C:9]=3[NH:10][C:11]=2[CH:12]=1)(=[O:3])[CH3:2].[CH:28]([C:30]1[CH:38]=[CH:37][C:36]([O:39][CH3:40])=[CH:35][C:31]=1[C:32]([OH:34])=O)=[O:29].C(O[BH-](OC(=O)C)OC(=O)C)(=[O:43])C.[Na+].C(O)(=O)C. Product: [C:1]([C:4]1[CH:5]=[CH:6][C:7]2[C:8]3[C:16]([C:17]4[C:18]([CH3:24])=[C:19]([NH:23][C:32]([C:31]5[CH:35]=[C:36]([O:39][CH3:40])[CH:37]=[CH:38][C:30]=5[C:28]([OH:29])=[O:43])=[O:34])[CH:20]=[CH:21][CH:22]=4)=[N:15][N:14]=[C:13]([C:25](=[O:26])[NH2:27])[C:9]=3[NH:10][C:11]=2[CH:12]=1)(=[O:3])[CH3:2]. The catalyst class is: 489. (4) Reactant: [F:1][C:2]([F:18])([F:17])[C:3]1[S:7][C:6]([CH2:8][NH:9][C:10]([NH:12][C:13]([S:15][CH3:16])=[NH:14])=[O:11])=[CH:5][CH:4]=1.[CH:19](OCC)(OCC)OCC. Product: [CH3:16][S:15][C:13]1[N:14]=[CH:19][N:9]([CH2:8][C:6]2[S:7][C:3]([C:2]([F:1])([F:17])[F:18])=[CH:4][CH:5]=2)[C:10](=[O:11])[N:12]=1. The catalyst class is: 8. (5) Reactant: [CH3:1][O:2][CH:3]([N:5]1[C:10]2[CH:11]=[C:12]([N+:15]([O-])=O)[CH:13]=[CH:14][C:9]=2[O:8][C:7]([CH3:19])([CH3:18])[C:6]1=[O:20])[CH3:4]. The catalyst class is: 19. Product: [NH2:15][C:12]1[CH:13]=[CH:14][C:9]2[O:8][C:7]([CH3:18])([CH3:19])[C:6](=[O:20])[N:5]([CH:3]([O:2][CH3:1])[CH3:4])[C:10]=2[CH:11]=1. (6) Reactant: [CH:1]1([C:4]2[NH:8][C:7]3[CH:9]=[C:10]([C:21]4[C:22]([CH3:27])=[N:23][O:24][C:25]=4[CH3:26])[CH:11]=[C:12]([C:13]([C:15]4[CH:20]=[CH:19][CH:18]=[CH:17][CH:16]=4)=[O:14])[C:6]=3[N:5]=2)[CH2:3][CH2:2]1.Br[C:29]1[C:34]([CH3:35])=[CH:33][CH:32]=[CH:31][N:30]=1.[Li]CCCC.C(C1C2N=C(C3CC3)N(C(OC(C)(C)C)=O)C=2C=C(C2C(C)=NOC=2C)C=1)(=O)C1C=CC=CC=1. Product: [CH:1]1([C:4]2[NH:8][C:7]3[CH:9]=[C:10]([C:21]4[C:22]([CH3:27])=[N:23][O:24][C:25]=4[CH3:26])[CH:11]=[C:12]([C:13]([C:29]4[C:34]([CH3:35])=[CH:33][CH:32]=[CH:31][N:30]=4)([C:15]4[CH:20]=[CH:19][CH:18]=[CH:17][CH:16]=4)[OH:14])[C:6]=3[N:5]=2)[CH2:2][CH2:3]1. The catalyst class is: 1.